Predict which catalyst facilitates the given reaction. From a dataset of Catalyst prediction with 721,799 reactions and 888 catalyst types from USPTO. (1) Reactant: C([O:8][N:9]1[C:14](=[O:15])[C:13]2[CH:16]=[C:17]([F:25])[C:18]([N:20]3[CH2:24][CH2:23][CH2:22][CH2:21]3)=[N:19][C:12]=2[N:11]([C:26]2[CH:31]=[CH:30][C:29]([F:32])=[CH:28][CH:27]=2)[C:10]1=[O:33])C1C=CC=CC=1.[H][H]. Product: [F:25][C:17]1[C:18]([N:20]2[CH2:21][CH2:22][CH2:23][CH2:24]2)=[N:19][C:12]2[N:11]([C:26]3[CH:27]=[CH:28][C:29]([F:32])=[CH:30][CH:31]=3)[C:10](=[O:33])[N:9]([OH:8])[C:14](=[O:15])[C:13]=2[CH:16]=1. The catalyst class is: 123. (2) Reactant: [CH3:1][C:2]1[N:3]([CH2:27][C:28]([O:30]CC)=[O:29])[C:4]2[CH2:5][CH2:6][CH2:7][CH2:8][C:9]=2[C:10]=1[C:11](=[O:26])[C:12]1[CH:17]=[CH:16][C:15]([S:18]([N:21]2[CH2:25][CH2:24][CH2:23][CH2:22]2)(=[O:20])=[O:19])=[CH:14][CH:13]=1.[Li+].[OH-]. Product: [CH3:1][C:2]1[N:3]([CH2:27][C:28]([OH:30])=[O:29])[C:4]2[CH2:5][CH2:6][CH2:7][CH2:8][C:9]=2[C:10]=1[C:11](=[O:26])[C:12]1[CH:13]=[CH:14][C:15]([S:18]([N:21]2[CH2:22][CH2:23][CH2:24][CH2:25]2)(=[O:20])=[O:19])=[CH:16][CH:17]=1. The catalyst class is: 87. (3) Reactant: Cl.[C:2]([NH:6][NH2:7])([CH3:5])([CH3:4])[CH3:3].CN([CH:11]=[C:12]([C:16](=O)[CH3:17])[C:13]([O-:15])=[O:14])C.[CH2:19](O)[CH3:20]. Product: [C:2]([N:6]1[C:16]([CH3:17])=[C:12]([C:13]([O:15][CH2:19][CH3:20])=[O:14])[CH:11]=[N:7]1)([CH3:5])([CH3:4])[CH3:3]. The catalyst class is: 28.